The task is: Predict the product of the given reaction.. This data is from Forward reaction prediction with 1.9M reactions from USPTO patents (1976-2016). Given the reactants CC1C=CC(S(O[CH2:12][CH:13]2[CH2:17][C:16]3[CH:18]=[CH:19][CH:20]=[C:21]([C:22]4[CH:27]=[CH:26][CH:25]=[CH:24][C:23]=4[F:28])[C:15]=3[O:14]2)(=O)=O)=CC=1.[CH3:29][NH2:30], predict the reaction product. The product is: [CH3:29][NH:30][CH2:12][CH:13]1[CH2:17][C:16]2[CH:18]=[CH:19][CH:20]=[C:21]([C:22]3[CH:27]=[CH:26][CH:25]=[CH:24][C:23]=3[F:28])[C:15]=2[O:14]1.